From a dataset of Full USPTO retrosynthesis dataset with 1.9M reactions from patents (1976-2016). Predict the reactants needed to synthesize the given product. (1) Given the product [CH3:1][N:2]([CH3:3])[CH:5]([CH3:17])[CH2:6][CH:7]1[CH2:15][C:14]2[C:9](=[CH:10][CH:11]=[CH:12][CH:13]=2)[C:8]1=[O:16], predict the reactants needed to synthesize it. The reactants are: [CH3:1][NH:2][CH3:3].O=[C:5]([CH3:17])[CH2:6][CH:7]1[CH2:15][C:14]2[C:9](=[CH:10][CH:11]=[CH:12][CH:13]=2)[C:8]1=[O:16].[BH-](OC(C)=O)(OC(C)=O)OC(C)=O.[Na+]. (2) The reactants are: [Cl:1][C:2]1[CH:10]=[C:9]([Cl:11])[CH:8]=[CH:7][C:3]=1[C:4]([OH:6])=O.[F:12][CH:13]([F:28])[C:14]1[N:19]=[CH:18][C:17]([CH:20]([CH2:23][C:24]2([F:27])[CH2:26][CH2:25]2)[CH2:21][NH2:22])=[CH:16][N:15]=1. Given the product [Cl:1][C:2]1[CH:10]=[C:9]([Cl:11])[CH:8]=[CH:7][C:3]=1[C:4]([NH:22][CH2:21][CH:20]([C:17]1[CH:18]=[N:19][C:14]([CH:13]([F:28])[F:12])=[N:15][CH:16]=1)[CH2:23][C:24]1([F:27])[CH2:26][CH2:25]1)=[O:6], predict the reactants needed to synthesize it. (3) Given the product [Br:19][C:16]1[CH:17]=[CH:18][C:13]([N:7]2[C:6]([C:4]([OH:5])=[O:3])=[C:10]([CH2:11][CH3:12])[N:9]=[N:8]2)=[CH:14][CH:15]=1, predict the reactants needed to synthesize it. The reactants are: C([O:3][C:4]([C:6]1[N:7]([C:13]2[CH:18]=[CH:17][C:16]([Br:19])=[CH:15][CH:14]=2)[N:8]=[N:9][C:10]=1[CH2:11][CH3:12])=[O:5])C.O.[OH-].[Li+]. (4) The reactants are: [C:1]([C:3]1[CH:4]=[C:5]([NH:9][C:10](=O)[C:11](F)(F)F)[CH:6]=[CH:7][CH:8]=1)#[N:2].C([O-])([O-])=O.[K+].[K+].C(I)C.CO. Given the product [CH2:10]([NH:9][C:5]1[CH:4]=[C:3]([CH:8]=[CH:7][CH:6]=1)[C:1]#[N:2])[CH3:11], predict the reactants needed to synthesize it. (5) Given the product [N:13]1[C:6]2[CH2:19][NH:20][C:22](=[O:23])[CH2:3][C:2]=2[CH:9]=[CH:15][CH:14]=1.[N:13]1[C:12]2[CH2:22][NH:20][CH2:21][CH2:1][C:17]=2[CH:16]=[CH:15][CH:14]=1, predict the reactants needed to synthesize it. The reactants are: [CH3:1][C:2]([CH3:9])([C:6]([O-])=O)[C:3]([O-])=O.[Na+].[Na+].[CH3:12][N:13]1[C:17](=O)[CH2:16][CH2:15][CH2:14]1.[CH3:19][N:20]([CH:22]=[O:23])[CH3:21].